Dataset: Catalyst prediction with 721,799 reactions and 888 catalyst types from USPTO. Task: Predict which catalyst facilitates the given reaction. (1) Product: [NH2:3][C:8]1[N:13]=[C:12]([CH2:14][CH2:15][C:16]2[CH:17]=[C:18]([CH:21]=[C:22]([NH:24][CH2:25][CH2:26][C:27]3[CH:32]=[CH:31][CH:30]=[CH:29][N:28]=3)[CH:23]=2)[C:19]#[N:20])[CH:11]=[C:10]([CH3:33])[CH:9]=1. Reactant: CC1[N:3]([C:8]2[N:13]=[C:12]([CH2:14][CH2:15][C:16]3[CH:17]=[C:18]([CH:21]=[C:22]([NH:24][CH2:25][CH2:26][C:27]4[CH:32]=[CH:31][CH:30]=[CH:29][N:28]=4)[CH:23]=3)[C:19]#[N:20])[CH:11]=[C:10]([CH3:33])[CH:9]=2)C(C)=CC=1.Cl.NO.CCO. The catalyst class is: 6. (2) Reactant: [Br:1][C:2]1[CH:3]=[N:4][CH:5]=[C:6]([CH:9]=1)[CH:7]=[O:8].C([O-])([O-])=O.[K+].[K+].CC1C=CC(S([CH2:26][N+:27]#[C-:28])(=O)=O)=CC=1. Product: [Br:1][C:2]1[CH:9]=[C:6]([C:7]2[O:8][CH:28]=[N:27][CH:26]=2)[CH:5]=[N:4][CH:3]=1. The catalyst class is: 5. (3) Reactant: [C:1]([C:3]1[CH:4]=[CH:5][C:6]([O:13][C:14]2[CH:19]=[C:18]([Cl:20])[CH:17]=[CH:16][C:15]=2[Cl:21])=[C:7]([S:9](Cl)(=[O:11])=[O:10])[CH:8]=1)#[N:2].[CH3:22][CH:23]1[CH2:28][CH2:27][NH:26][CH2:25][CH2:24]1. Product: [Cl:21][C:15]1[CH:16]=[CH:17][C:18]([Cl:20])=[CH:19][C:14]=1[O:13][C:6]1[CH:5]=[CH:4][C:3]([C:1]#[N:2])=[CH:8][C:7]=1[S:9]([N:26]1[CH2:27][CH2:28][CH:23]([CH3:22])[CH2:24][CH2:25]1)(=[O:11])=[O:10]. The catalyst class is: 2. (4) Reactant: C([O:3][C:4](=[O:33])[C:5]1[CH:10]=[CH:9][CH:8]=[C:7]([N:11]2[C:15]([CH2:16][CH3:17])=[CH:14][CH:13]=[C:12]2[C:18]2[CH:23]=[C:22]([Cl:24])[CH:21]=[CH:20][C:19]=2[O:25][CH2:26][C:27]2[CH:32]=[CH:31][CH:30]=[CH:29][CH:28]=2)[CH:6]=1)C.[OH-].[Na+]. Product: [Cl:24][C:22]1[CH:21]=[CH:20][C:19]([O:25][CH2:26][C:27]2[CH:32]=[CH:31][CH:30]=[CH:29][CH:28]=2)=[C:18]([C:12]2[N:11]([C:7]3[CH:6]=[C:5]([CH:10]=[CH:9][CH:8]=3)[C:4]([OH:33])=[O:3])[C:15]([CH2:16][CH3:17])=[CH:14][CH:13]=2)[CH:23]=1. The catalyst class is: 351. (5) Reactant: Cl.[N:2]1[CH:7]=[CH:6][CH:5]=[CH:4][C:3]=1[C:8](Cl)=[O:9].[Cl:11][C:12]1[C:17]([C:18]([F:21])([F:20])[F:19])=[CH:16][N:15]=[C:14]2[NH:22][CH:23]=[C:24]([NH2:25])[C:13]=12. Product: [Cl:11][C:12]1[C:17]([C:18]([F:21])([F:19])[F:20])=[CH:16][N:15]=[C:14]2[NH:22][CH:23]=[C:24]([NH:25][C:8](=[O:9])[C:3]3[CH:4]=[CH:5][CH:6]=[CH:7][N:2]=3)[C:13]=12. The catalyst class is: 17. (6) Reactant: [CH3:1][C:2]1[S:3][CH:4]=[CH:5][C:6]=1Br.[F:8][C:9]([F:20])([F:19])[C:10]1[CH:15]=[CH:14][C:13](B(O)O)=[CH:12][CH:11]=1.C([O-])([O-])=O.[K+].[K+].C(O)CO. The catalyst class is: 73. Product: [CH3:1][C:2]1[S:3][CH:4]=[CH:5][C:6]=1[C:13]1[CH:14]=[CH:15][C:10]([C:9]([F:20])([F:19])[F:8])=[CH:11][CH:12]=1. (7) Reactant: C(N(CC)CC)C.[CH3:8][C:9]1[CH:10]=[C:11]2[C:15](=[CH:16][CH:17]=1)[NH:14][C:13]([C:18]1[CH:23]=[CH:22][CH:21]=[CH:20][CH:19]=1)=[C:12]2[CH2:24][CH2:25][C:26](O)=[O:27].[F:29][C:30]([F:45])([F:44])[C:31]1[CH:32]=[C:33]([C:37]2([OH:43])[CH2:42][CH2:41][NH:40][CH2:39][CH2:38]2)[CH:34]=[CH:35][CH:36]=1.ON1C2C=CC=CC=2N=N1.Cl.CN(C)CCCN=C=NCC. Product: [CH3:8][C:9]1[CH:10]=[C:11]2[C:15](=[CH:16][CH:17]=1)[NH:14][C:13]([C:18]1[CH:23]=[CH:22][CH:21]=[CH:20][CH:19]=1)=[C:12]2[CH2:24][CH2:25][C:26]([N:40]1[CH2:41][CH2:42][C:37]([C:33]2[CH:34]=[CH:35][CH:36]=[C:31]([C:30]([F:29])([F:44])[F:45])[CH:32]=2)([OH:43])[CH2:38][CH2:39]1)=[O:27]. The catalyst class is: 30.